From a dataset of Reaction yield outcomes from USPTO patents with 853,638 reactions. Predict the reaction yield, written as a fraction of the theoretical maximum amount of product (1.0 means a 100% yield; for example, 0.34 means a 34% yield). (1) The reactants are [Br:1][C:2]1[CH:3]=[C:4]([NH:10][C:11]2[CH:16]=[CH:15][C:14]([N:17]3[CH2:22][CH2:21][NH:20][C@H:19]([CH3:23])[CH2:18]3)=[CH:13][N:12]=2)[C:5](=[O:9])[N:6]([CH3:8])[CH:7]=1.C=O.[C:26](O[BH-](OC(=O)C)OC(=O)C)(=O)C.[Na+].O. The catalyst is CO.C(O)(=O)C. The product is [Br:1][C:2]1[CH:3]=[C:4]([NH:10][C:11]2[CH:16]=[CH:15][C:14]([N:17]3[CH2:22][CH2:21][N:20]([CH3:26])[C@H:19]([CH3:23])[CH2:18]3)=[CH:13][N:12]=2)[C:5](=[O:9])[N:6]([CH3:8])[CH:7]=1. The yield is 0.900. (2) The reactants are F[P-](F)(F)(F)(F)F.N1(O[P+](N(C)C)(N(C)C)N(C)C)C2C=CC=CC=2N=N1.[Cl-].FC(F)(F)C(O)=O.[NH2:36][C:37]1[CH:38]=[C:39]2[C:43](=[CH:44][CH:45]=1)[NH:42][C:41]([C:46]([NH:48][CH2:49][C:50]1[CH:55]=[CH:54][C:53]([Cl:56])=[C:52]([O:57][C:58]3[CH:63]=[C:62]([C:64]#[N:65])[CH:61]=[C:60]([Cl:66])[CH:59]=3)[C:51]=1[F:67])=[O:47])=[CH:40]2.[CH3:68][C:69]([O:72][CH2:73][CH2:74][C:75](O)=[O:76])([CH3:71])[CH3:70].C(N(C(C)C)CC)(C)C. The catalyst is CN(C=O)C. The product is [Cl:56][C:53]1[CH:54]=[CH:55][C:50]([CH2:49][NH:48][C:46]([C:41]2[NH:42][C:43]3[C:39]([CH:40]=2)=[CH:38][C:37]([NH:36][C:75](=[O:76])[CH2:74][CH2:73][O:72][C:69]([CH3:71])([CH3:70])[CH3:68])=[CH:45][CH:44]=3)=[O:47])=[C:51]([F:67])[C:52]=1[O:57][C:58]1[CH:63]=[C:62]([C:64]#[N:65])[CH:61]=[C:60]([Cl:66])[CH:59]=1. The yield is 0.670. (3) The reactants are C[O:2][C:3]([C:5]1([C:8]2[CH:13]=[CH:12][C:11]([C:14]3[CH:19]=[CH:18][C:17]([C:20]4[N:21]=[N:22][N:23]([CH3:37])[C:24]=4[NH:25][C:26]([O:28][C@@H:29]([C:31]4[CH:36]=[CH:35][CH:34]=[CH:33][CH:32]=4)[CH3:30])=[O:27])=[CH:16][CH:15]=3)=[CH:10][CH:9]=2)[CH2:7][CH2:6]1)=[O:4].[OH-].[Na+]. The catalyst is C1COCC1.C(O)C. The product is [CH3:37][N:23]1[C:24]([NH:25][C:26]([O:28][C@@H:29]([C:31]2[CH:32]=[CH:33][CH:34]=[CH:35][CH:36]=2)[CH3:30])=[O:27])=[C:20]([C:17]2[CH:18]=[CH:19][C:14]([C:11]3[CH:10]=[CH:9][C:8]([C:5]4([C:3]([OH:4])=[O:2])[CH2:7][CH2:6]4)=[CH:13][CH:12]=3)=[CH:15][CH:16]=2)[N:21]=[N:22]1. The yield is 0.978. (4) The reactants are Cl[C:2]1[CH:11]=[CH:10][N:9]=[C:8]2[C:3]=1[C:4]1[CH:16]=[C:15]([O:17][CH3:18])[C:14]([O:19][CH3:20])=[CH:13][C:5]=1[C:6](=[O:12])[NH:7]2.[F:21][C:22]1[CH:28]=[CH:27][C:25]([NH2:26])=[CH:24][CH:23]=1. No catalyst specified. The product is [F:21][C:22]1[CH:28]=[CH:27][C:25]([NH:26][C:2]2[CH:11]=[CH:10][N:9]=[C:8]3[C:3]=2[C:4]2[CH:16]=[C:15]([O:17][CH3:18])[C:14]([O:19][CH3:20])=[CH:13][C:5]=2[C:6](=[O:12])[NH:7]3)=[CH:24][CH:23]=1. The yield is 0.0200. (5) The reactants are [Br:1][C:2]1[CH:3]=[C:4]([CH:8]=[C:9]([I:11])[CH:10]=1)[C:5](O)=[O:6].Cl.[CH3:13][NH:14][CH3:15].CCN(C(C)C)C(C)C. The catalyst is S(Cl)(Cl)=O. The product is [Br:1][C:2]1[CH:3]=[C:4]([CH:8]=[C:9]([I:11])[CH:10]=1)[C:5]([N:14]([CH3:15])[CH3:13])=[O:6]. The yield is 0.880. (6) The reactants are O[CH:2]=[C:3]1[C:11]2[C:6](=[CH:7][C:8]([C:12]([C:14]3[CH:15]=[C:16]([NH:20][C:21]([C:23]4[CH:27]=[C:26]([CH2:28][CH3:29])[N:25]([CH3:30])[N:24]=4)=[O:22])[CH:17]=[CH:18][CH:19]=3)=[O:13])=[CH:9][CH:10]=2)[NH:5][C:4]1=[O:31].C1COCC1.[NH2:37][C:38]1[CH:43]=[CH:42][C:41]([CH2:44][CH2:45][C:46]([OH:48])=[O:47])=[CH:40][CH:39]=1. The catalyst is CCOC(C)=O.CCCCCC. The product is [CH2:28]([C:26]1[N:25]([CH3:30])[N:24]=[C:23]([C:21]([NH:20][C:16]2[CH:15]=[C:14]([CH:19]=[CH:18][CH:17]=2)[C:12]([C:8]2[CH:7]=[C:6]3[C:11]([C:3](=[CH:2][NH:37][C:38]4[CH:39]=[CH:40][C:41]([CH2:44][CH2:45][C:46]([OH:48])=[O:47])=[CH:42][CH:43]=4)[C:4](=[O:31])[NH:5]3)=[CH:10][CH:9]=2)=[O:13])=[O:22])[CH:27]=1)[CH3:29]. The yield is 0.410. (7) The reactants are [F:1][C:2]1[CH:7]=[CH:6][N:5]=[C:4]2[N:8]([Si:11]([CH:18]([CH3:20])[CH3:19])([CH:15]([CH3:17])[CH3:16])[CH:12]([CH3:14])[CH3:13])[CH:9]=[CH:10][C:3]=12.[Li]C(CC)C.[Cl:26]C(Cl)(Cl)C(Cl)(Cl)Cl. The catalyst is C1COCC1. The product is [Cl:26][C:7]1[C:2]([F:1])=[C:3]2[CH:10]=[CH:9][N:8]([Si:11]([CH:15]([CH3:17])[CH3:16])([CH:18]([CH3:20])[CH3:19])[CH:12]([CH3:13])[CH3:14])[C:4]2=[N:5][CH:6]=1. The yield is 0.620.